From a dataset of Reaction yield outcomes from USPTO patents with 853,638 reactions. Predict the reaction yield, written as a fraction of the theoretical maximum amount of product (1.0 means a 100% yield; for example, 0.34 means a 34% yield). (1) The reactants are [Cl:1][C:2]1[CH:3]=[C:4]([C:9]2([C:24]([F:27])([F:26])[F:25])[CH2:13][CH2:12][N:11]([C:14]3[S:15][C:16]4[C:22](=O)[CH2:21][CH2:20][CH2:19][C:17]=4[N:18]=3)[CH2:10]2)[CH:5]=[C:6]([Cl:8])[CH:7]=1.Cl.[CH3:29][O:30][NH2:31]. The catalyst is C(O)C. The product is [Cl:1][C:2]1[CH:3]=[C:4]([C:9]2([C:24]([F:27])([F:26])[F:25])[CH2:13][CH2:12][N:11]([C:14]3[S:15][C:16]4[C:22](=[N:31][O:30][CH3:29])[CH2:21][CH2:20][CH2:19][C:17]=4[N:18]=3)[CH2:10]2)[CH:5]=[C:6]([Cl:8])[CH:7]=1. The yield is 0.940. (2) The reactants are [I:1][C:2]1[CH:3]=[C:4]([CH:6]=[C:7]([I:9])[CH:8]=1)[NH2:5].[CH3:10][Si:11]([CH3:27])([CH3:26])[CH2:12][CH2:13][O:14][C:15]([NH:17][CH2:18][CH2:19][CH2:20][CH2:21][CH2:22][C:23](O)=[O:24])=[O:16].CCN(C(C)C)C(C)C.CN(C(ON1N=NC2C=CC=NC1=2)=[N+](C)C)C.F[P-](F)(F)(F)(F)F. The catalyst is CN(C=O)C.CCOCC. The product is [CH3:26][Si:11]([CH3:10])([CH3:27])[CH2:12][CH2:13][O:14][C:15](=[O:16])[NH:17][CH2:18][CH2:19][CH2:20][CH2:21][CH2:22][C:23](=[O:24])[NH:5][C:4]1[CH:3]=[C:2]([I:1])[CH:8]=[C:7]([I:9])[CH:6]=1. The yield is 0.590. (3) The reactants are [Cl:1][C:2]1[CH:3]=[C:4]([CH:6]=[C:7]([Cl:18])[C:8]=1[S:9]([N:12]1[CH2:17][CH2:16][O:15][CH2:14][CH2:13]1)(=[O:11])=[O:10])[NH2:5].[C:19](N1C=CN=C1)(N1C=CN=C1)=[S:20]. No catalyst specified. The product is [Cl:18][C:7]1[CH:6]=[C:4]([N:5]=[C:19]=[S:20])[CH:3]=[C:2]([Cl:1])[C:8]=1[S:9]([N:12]1[CH2:17][CH2:16][O:15][CH2:14][CH2:13]1)(=[O:10])=[O:11]. The yield is 0.440. (4) The reactants are [CH3:1][O:2][C:3]1[C:8]2[N:9]=[N:10][N:11]([CH2:14][C:15]([OH:17])=O)[C:12](=[O:13])[C:7]=2[CH:6]=[CH:5][CH:4]=1.[F:18][C:19]([F:30])([F:29])[C:20]1[CH:25]=[CH:24][C:23]([C@@H:26]([NH2:28])[CH3:27])=[CH:22][CH:21]=1. No catalyst specified. The product is [CH3:1][O:2][C:3]1[C:8]2[N:9]=[N:10][N:11]([CH2:14][C:15]([NH:28][C@H:26]([C:23]3[CH:22]=[CH:21][C:20]([C:19]([F:18])([F:29])[F:30])=[CH:25][CH:24]=3)[CH3:27])=[O:17])[C:12](=[O:13])[C:7]=2[CH:6]=[CH:5][CH:4]=1. The yield is 0.100. (5) The reactants are FC(F)(F)C1C=C(NC(=O)NC2C=CC(C3SC(CCC(O)=O)=NC=3)=CC=2)C=CC=1.[CH3:31][C:32]([CH3:59])([CH2:37][CH2:38][C:39]1[S:40][C:41]([C:44]2[CH:49]=[CH:48][C:47]([NH:50][C:51]([N:53]3[CH2:58][CH2:57][CH2:56][CH2:55][CH2:54]3)=[O:52])=[CH:46][CH:45]=2)=[CH:42][N:43]=1)[C:33]([O:35]C)=[O:34]. No catalyst specified. The product is [CH3:31][C:32]([CH3:59])([CH2:37][CH2:38][C:39]1[S:40][C:41]([C:44]2[CH:49]=[CH:48][C:47]([NH:50][C:51]([N:53]3[CH2:58][CH2:57][CH2:56][CH2:55][CH2:54]3)=[O:52])=[CH:46][CH:45]=2)=[CH:42][N:43]=1)[C:33]([OH:35])=[O:34]. The yield is 0.610. (6) The reactants are [F:1][C:2]1[CH:3]=[CH:4][C:5]2[N:9]=[C:8]([CH:10]([NH2:12])[CH3:11])[N:7]([C:13]3[CH:18]=[CH:17][N:16]=[CH:15][CH:14]=3)[C:6]=2[CH:19]=1.[NH2:20][C:21]1[C:26]([C:27]#[N:28])=[C:25](Cl)[N:24]=[CH:23][N:22]=1.CCN(C(C)C)C(C)C. The catalyst is CC(O)C.CO. The product is [NH2:20][C:21]1[C:26]([C:27]#[N:28])=[C:25]([NH:12][CH:10]([C:8]2[N:7]([C:13]3[CH:18]=[CH:17][N:16]=[CH:15][CH:14]=3)[C:6]3[CH:19]=[C:2]([F:1])[CH:3]=[CH:4][C:5]=3[N:9]=2)[CH3:11])[N:24]=[CH:23][N:22]=1. The yield is 0.260. (7) The reactants are [CH3:1][O:2][C:3](=[O:21])[C@@H:4]([NH:9][C:10](=[O:20])[C:11]1[CH:16]=[C:15]([O:17][CH3:18])[CH:14]=[CH:13][C:12]=1[NH2:19])[CH2:5][CH2:6][CH2:7][CH3:8].Cl[C:23](OC(Cl)(Cl)Cl)=[O:24]. The catalyst is C1COCC1.CCOC(C)=O. The product is [CH3:1][O:2][C:3](=[O:21])[C@@H:4]([N:9]1[C:10](=[O:20])[C:11]2[C:12](=[CH:13][CH:14]=[C:15]([O:17][CH3:18])[CH:16]=2)[NH:19][C:23]1=[O:24])[CH2:5][CH2:6][CH2:7][CH3:8]. The yield is 0.980. (8) The reactants are [Si]([O:8][CH2:9][C:10]1([CH2:34][O:35][Si](C(C)(C)C)(C)C)[CH2:14][CH2:13][CH:12]([CH2:15]OS(C2C=CC(C)=CC=2)(=O)=O)[N:11]1[C:27]([O:29][C:30]([CH3:33])([CH3:32])C)=[O:28])(C(C)(C)C)(C)C.CCCC[N+](CCCC)(CCCC)CCCC.[F-]. The catalyst is C1COCC1.C(OCC)(=O)C. The product is [OH:8][CH2:9][C:10]12[N:11]([C:27]([O:29][CH:30]([CH3:32])[CH3:33])=[O:28])[CH:12]([CH2:13][CH2:14]1)[CH2:15][O:35][CH2:34]2. The yield is 0.470. (9) The reactants are [O:1]=[C:2]1[C:7](C#N)=[C:6]([C:10]([F:13])([F:12])[F:11])[CH:5]=[C:4]([C:14]2[CH:19]=[CH:18][C:17]([C:20]([F:23])([F:22])[F:21])=[CH:16][CH:15]=2)[NH:3]1.Br. The catalyst is C(O)(=O)CC. The product is [F:13][C:10]([F:11])([F:12])[C:6]1[CH:5]=[C:4]([C:14]2[CH:15]=[CH:16][C:17]([C:20]([F:23])([F:22])[F:21])=[CH:18][CH:19]=2)[NH:3][C:2](=[O:1])[CH:7]=1. The yield is 0.880.